Dataset: Full USPTO retrosynthesis dataset with 1.9M reactions from patents (1976-2016). Task: Predict the reactants needed to synthesize the given product. (1) Given the product [C:16]([NH:15][CH2:14][CH2:13][CH:9]1[C:10]2[C:6](=[CH:5][CH:4]=[C:3]([NH:2][C:19](=[O:22])[CH2:20][CH3:21])[C:11]=2[OH:12])[CH2:7][CH2:8]1)(=[O:18])[CH3:17], predict the reactants needed to synthesize it. The reactants are: Cl.[NH2:2][C:3]1[C:11]([OH:12])=[C:10]2[C:6]([CH2:7][CH2:8][CH:9]2[CH2:13][CH2:14][NH:15][C:16](=[O:18])[CH3:17])=[CH:5][CH:4]=1.[C:19](O[C:19](=[O:22])[CH2:20][CH3:21])(=[O:22])[CH2:20][CH3:21].O. (2) Given the product [NH:27]1[CH:26]=[C:25]([C:24]2[N:10]3[CH:11]=[C:12]([C:19]4[CH:20]=[N:21][NH:22][CH:23]=4)[CH:13]=[C:14]([C:15]([F:16])([F:17])[F:18])[C:9]3=[N:8][C:7]=2[C:5]([OH:6])=[O:4])[CH:29]=[N:28]1, predict the reactants needed to synthesize it. The reactants are: [OH-].[Na+].C[O:4][C:5]([C:7]1[N:8]=[C:9]2[C:14]([C:15]([F:18])([F:17])[F:16])=[CH:13][C:12]([C:19]3[CH:20]=[N:21][NH:22][CH:23]=3)=[CH:11][N:10]2[C:24]=1[C:25]1[CH:26]=[N:27][NH:28][CH:29]=1)=[O:6].C(O)(=O)CC(CC(O)=O)(C(O)=O)O. (3) Given the product [Br:23][C:3]1[C:2]([NH:1][CH:29]=[N:27][OH:34])=[N:7][C:6]([C:8]2[CH:13]=[CH:12][C:11]([CH3:14])=[CH:10][CH:9]=2)=[C:5]([C:15]2[CH:22]=[CH:21][C:18]([C:19]#[N:20])=[CH:17][CH:16]=2)[CH:4]=1, predict the reactants needed to synthesize it. The reactants are: [NH2:1][C:2]1[N:7]=[C:6]([C:8]2[CH:13]=[CH:12][C:11]([CH3:14])=[CH:10][CH:9]=2)[C:5]([C:15]2[CH:22]=[CH:21][C:18]([C:19]#[N:20])=[CH:17][CH:16]=2)=[CH:4][C:3]=1[Br:23].COC(OC)[N:27]([CH3:29])C.Cl.N[OH:34]. (4) Given the product [C:30]([NH:1][C:2]1[N:7]=[CH:6][C:5](/[CH:8]=[CH:9]/[C:10]([N:12]([CH3:24])[CH2:13][C:14]2[CH2:15][C:16]3[C:21]([C:22]=2[CH3:23])=[CH:20][CH:19]=[CH:18][CH:17]=3)=[O:11])=[CH:4][CH:3]=1)(=[O:32])[CH3:31], predict the reactants needed to synthesize it. The reactants are: [NH2:1][C:2]1[N:7]=[CH:6][C:5](/[CH:8]=[CH:9]/[C:10]([N:12]([CH3:24])[CH2:13][C:14]2[CH2:15][C:16]3[C:21]([C:22]=2[CH3:23])=[CH:20][CH:19]=[CH:18][CH:17]=3)=[O:11])=[CH:4][CH:3]=1.C([O-])(O)=O.[Na+].[C:30](OC(=O)C)(=[O:32])[CH3:31]. (5) Given the product [Cl:1][C:2]1[CH:3]=[CH:4][C:5]([O:22][CH2:27][C:26]([O:25][CH2:23][CH3:24])=[O:29])=[C:6]([C:8]2[CH:13]=[CH:12][C:11]([C:14]([N:16]3[CH2:17][CH2:18][CH2:19][CH2:20]3)=[O:15])=[C:10]([F:21])[CH:9]=2)[CH:7]=1, predict the reactants needed to synthesize it. The reactants are: [Cl:1][C:2]1[CH:3]=[CH:4][C:5]([OH:22])=[C:6]([C:8]2[CH:13]=[CH:12][C:11]([C:14]([N:16]3[CH2:20][CH2:19][CH2:18][CH2:17]3)=[O:15])=[C:10]([F:21])[CH:9]=2)[CH:7]=1.[CH2:23]([O:25][C:26](=[O:29])[CH2:27]Br)[CH3:24].C(=O)([O-])[O-].[K+].[K+].O. (6) Given the product [C:15]1([C:23]2[CH:24]=[CH:25][CH:26]=[CH:27][CH:28]=2)[CH:20]=[CH:19][CH:18]=[CH:17][C:16]=1[CH2:21][N:12]1[CH2:11][CH2:10][N:9]([C:3]2[CH:4]=[C:5]([CH3:8])[CH:6]=[CH:7][C:2]=2[CH3:1])[CH2:14][CH2:13]1, predict the reactants needed to synthesize it. The reactants are: [CH3:1][C:2]1[CH:7]=[CH:6][C:5]([CH3:8])=[CH:4][C:3]=1[N:9]1[CH2:14][CH2:13][NH:12][CH2:11][CH2:10]1.[C:15]1([C:23]2[CH:28]=[CH:27][CH:26]=[CH:25][CH:24]=2)[C:16]([CH:21]=O)=[CH:17][CH:18]=[CH:19][CH:20]=1.[BH-](OC(C)=O)(OC(C)=O)OC(C)=O.[Na+].C1(C2C=CC=CC=2)C=CC=CC=1CN1CCN(C2C=CC=CC=2)CC1. (7) Given the product [Cl:1][C:2]1[CH:8]=[CH:7][CH:6]=[C:5]2[C:3]=1[N:4]=[C:16]([CH3:17])[C:10]([CH3:9])=[C:11]2[OH:12], predict the reactants needed to synthesize it. The reactants are: [Cl:1][C:2]1[CH:8]=[CH:7][CH:6]=[CH:5][C:3]=1[NH2:4].[CH3:9][CH:10]([C:16](=O)[CH3:17])[C:11](OCC)=[O:12]. (8) Given the product [NH2:1][C:4]1[CH:5]=[C:6]([S:10]([NH:14][CH2:15][CH2:16][OH:17])(=[O:12])=[O:11])[CH:7]=[CH:8][CH:9]=1, predict the reactants needed to synthesize it. The reactants are: [N+:1]([C:4]1[CH:5]=[C:6]([S:10](Cl)(=[O:12])=[O:11])[CH:7]=[CH:8][CH:9]=1)([O-])=O.[NH2:14][CH2:15][CH2:16][OH:17]. (9) Given the product [OH:4][CH:5]1[CH:6]([CH3:59])[CH2:7][CH2:8][CH:9]([O:51][Si:52]([CH2:53][CH3:54])([CH2:57][CH3:58])[CH2:55][CH3:56])[CH2:10][C:11]([O:13][CH:14](/[C:19](/[CH3:50])=[CH:20]/[CH:21]=[CH:22]/[C:23]([CH3:49])([O:41][Si:42]([CH2:47][CH3:48])([CH2:43][CH3:44])[CH2:45][CH3:46])[CH2:24][CH:25]2[O:40][CH:26]2[CH:27]([CH3:39])[CH:28]([O:31][Si:32]([CH2:37][CH3:38])([CH2:35][CH3:36])[CH2:33][CH3:34])[CH2:29][CH3:30])[CH:15]([CH3:18])[CH:16]=[CH:17]1)=[O:12], predict the reactants needed to synthesize it. The reactants are: C([O:4][CH:5]1[CH:6]([CH3:59])[CH2:7][CH2:8][CH:9]([O:51][Si:52]([CH2:57][CH3:58])([CH2:55][CH3:56])[CH2:53][CH3:54])[CH2:10][C:11]([O:13][CH:14](/[C:19](/[CH3:50])=[CH:20]/[CH:21]=[CH:22]/[C:23]([CH3:49])([O:41][Si:42]([CH2:47][CH3:48])([CH2:45][CH3:46])[CH2:43][CH3:44])[CH2:24][CH:25]2[O:40][CH:26]2[CH:27]([CH3:39])[CH:28]([O:31][Si:32]([CH2:37][CH3:38])([CH2:35][CH3:36])[CH2:33][CH3:34])[CH2:29][CH3:30])[CH:15]([CH3:18])[CH:16]=[CH:17]1)=[O:12])(=O)C.C(=O)([O-])[O-].[K+].[K+]. (10) Given the product [OH:1][C:2]1[CH:11]=[C:10]([NH:12][S:13]([C:16]2[CH:17]=[C:18]([C:22]3[CH:27]=[CH:26][CH:25]=[CH:24][C:23]=3[OH:28])[CH:19]=[CH:20][CH:21]=2)(=[O:15])=[O:14])[CH:9]=[CH:8][C:3]=1[C:4]([OH:6])=[O:5], predict the reactants needed to synthesize it. The reactants are: [OH:1][C:2]1[CH:11]=[C:10]([NH:12][S:13]([C:16]2[CH:17]=[C:18]([C:22]3[CH:27]=[CH:26][CH:25]=[CH:24][C:23]=3[OH:28])[CH:19]=[CH:20][CH:21]=2)(=[O:15])=[O:14])[CH:9]=[CH:8][C:3]=1[C:4]([O:6]C)=[O:5].